Dataset: Peptide-MHC class I binding affinity with 185,985 pairs from IEDB/IMGT. Task: Regression. Given a peptide amino acid sequence and an MHC pseudo amino acid sequence, predict their binding affinity value. This is MHC class I binding data. (1) The peptide sequence is RRMGGLRKY. The MHC is HLA-A11:01 with pseudo-sequence HLA-A11:01. The binding affinity (normalized) is 0.0847. (2) The peptide sequence is RLRPGGKKKY. The MHC is HLA-A11:01 with pseudo-sequence HLA-A11:01. The binding affinity (normalized) is 0. (3) The peptide sequence is FPVTPQVPLR. The MHC is HLA-A03:01 with pseudo-sequence HLA-A03:01. The binding affinity (normalized) is 0. (4) The peptide sequence is GRIPVSDIF. The MHC is HLA-B57:01 with pseudo-sequence HLA-B57:01. The binding affinity (normalized) is 0.0847. (5) The peptide sequence is EIVNLLDNKV. The MHC is HLA-A02:01 with pseudo-sequence HLA-A02:01. The binding affinity (normalized) is 0.0847. (6) The peptide sequence is EAVRHFPRI. The MHC is HLA-A02:03 with pseudo-sequence HLA-A02:03. The binding affinity (normalized) is 0. (7) The peptide sequence is LVSSGNTLY. The MHC is HLA-A03:01 with pseudo-sequence HLA-A03:01. The binding affinity (normalized) is 0.0847. (8) The peptide sequence is LRQESGARG. The MHC is Mamu-B03 with pseudo-sequence Mamu-B03. The binding affinity (normalized) is 0.